This data is from Full USPTO retrosynthesis dataset with 1.9M reactions from patents (1976-2016). The task is: Predict the reactants needed to synthesize the given product. (1) Given the product [Br:1][C:2]1[C:3]2[NH:10][C:11](=[O:12])[NH:9][C:4]=2[CH:5]=[C:6]([Cl:8])[CH:7]=1, predict the reactants needed to synthesize it. The reactants are: [Br:1][C:2]1[CH:7]=[C:6]([Cl:8])[CH:5]=[C:4]([NH2:9])[C:3]=1[NH2:10].[C:11](N1C=CN=C1)(N1C=CN=C1)=[O:12]. (2) The reactants are: [NH:1]1[C:5]2=[N:6][CH:7]=[CH:8][CH:9]=[C:4]2[CH:3]=[CH:2]1.C1N2CN3CN(C2)CN1C3.[C:20](O)(=[O:22])C. Given the product [NH:1]1[C:5]2=[N:6][CH:7]=[CH:8][CH:9]=[C:4]2[C:3]([CH:20]=[O:22])=[CH:2]1, predict the reactants needed to synthesize it. (3) Given the product [O:17]=[C:16]1[C@H:10]2[N:9]([C@H:7]([C:1]3[CH:6]=[CH:5][CH:4]=[CH:3][CH:2]=3)[CH3:8])[CH2:13][CH2:12][C@H:11]2[CH2:14][N:15]1[C:23]([O:25][C:26]([CH3:29])([CH3:28])[CH3:27])=[O:24], predict the reactants needed to synthesize it. The reactants are: [C:1]1([C@@H:7]([N:9]2[CH2:13][CH2:12][C@H:11]3[CH2:14][NH:15][C:16](=[O:17])[C@@H:10]23)[CH3:8])[CH:6]=[CH:5][CH:4]=[CH:3][CH:2]=1.CN(C)C=O.[C:23](O[C:23]([O:25][C:26]([CH3:29])([CH3:28])[CH3:27])=[O:24])([O:25][C:26]([CH3:29])([CH3:28])[CH3:27])=[O:24].C(N(CC)C(C)C)(C)C.